From a dataset of Catalyst prediction with 721,799 reactions and 888 catalyst types from USPTO. Predict which catalyst facilitates the given reaction. (1) Reactant: [CH3:1][O:2][C:3]1[CH:8]=[CH:7][C:6](B(O)O)=[CH:5][CH:4]=1.[C:12]([NH:15][C:16]1[CH:20]=[CH:19][NH:18][C:17]=1[C:21]([O:23][CH2:24][CH3:25])=[O:22])(=[O:14])[CH3:13].N1C=CC=CC=1. Product: [C:12]([NH:15][C:16]1[CH:20]=[CH:19][N:18]([C:6]2[CH:7]=[CH:8][C:3]([O:2][CH3:1])=[CH:4][CH:5]=2)[C:17]=1[C:21]([O:23][CH2:24][CH3:25])=[O:22])(=[O:14])[CH3:13]. The catalyst class is: 302. (2) The catalyst class is: 1. Product: [Cl:9][C:10]1[CH:11]=[CH:12][C:13]([C@@H:16]([CH:4]([CH3:6])[CH3:5])[CH2:17][C:18]([N:20]2[C@@H:24]([C:25]3[CH:26]=[CH:27][CH:28]=[CH:29][CH:30]=3)[CH2:23][O:22][C:21]2=[O:31])=[O:19])=[CH:14][CH:15]=1. Reactant: CSC.[CH:4]([Mg]Br)([CH3:6])[CH3:5].[Cl:9][C:10]1[CH:15]=[CH:14][C:13](/[CH:16]=[CH:17]/[C:18]([N:20]2[C@@H:24]([C:25]3[CH:30]=[CH:29][CH:28]=[CH:27][CH:26]=3)[CH2:23][O:22][C:21]2=[O:31])=[O:19])=[CH:12][CH:11]=1. (3) Reactant: Cl.[Si]([O:9][CH2:10][C@@H:11]([N:20]1[CH:25]=[CH:24][C:23]([C:26]2[CH:31]=[CH:30][N:29]=[C:28]([NH:32][C@H:33]3[CH2:38][CH2:37][O:36][CH2:35][C@H:34]3[F:39])[N:27]=2)=[CH:22][C:21]1=[O:40])[C:12]1[CH:17]=[CH:16][C:15]([Cl:18])=[C:14]([F:19])[CH:13]=1)(C(C)(C)C)(C)C. Product: [Cl:18][C:15]1[CH:16]=[CH:17][C:12]([C@H:11]([N:20]2[CH:25]=[CH:24][C:23]([C:26]3[CH:31]=[CH:30][N:29]=[C:28]([NH:32][C@H:33]4[CH2:38][CH2:37][O:36][CH2:35][C@H:34]4[F:39])[N:27]=3)=[CH:22][C:21]2=[O:40])[CH2:10][OH:9])=[CH:13][C:14]=1[F:19]. The catalyst class is: 169. (4) Reactant: COC1C=CC(C[N:8]([C:22]2[S:23][CH:24]=[CH:25][N:26]=2)[S:9]([C:12]2[CH:13]=[CH:14][C:15]3[NH:20][CH2:19][CH2:18][O:17][C:16]=3[CH:21]=2)(=[O:11])=[O:10])=CC=1.C(O)(C(F)(F)F)=O. Product: [S:23]1[CH:24]=[CH:25][N:26]=[C:22]1[NH:8][S:9]([C:12]1[CH:13]=[CH:14][C:15]2[NH:20][CH2:19][CH2:18][O:17][C:16]=2[CH:21]=1)(=[O:10])=[O:11]. The catalyst class is: 2. (5) Reactant: [CH3:1][O:2][C:3](=[O:23])[C:4]1[CH:9]=[C:8]([C:10]([F:13])([F:12])[F:11])[C:7](OS(C(F)(F)F)(=O)=O)=[CH:6][C:5]=1[CH3:22].[C:24]([O:28][C:29]([N:31]1[CH2:36][CH:35]=[C:34](B2OC(C)(C)C(C)(C)O2)[CH2:33][CH2:32]1)=[O:30])([CH3:27])([CH3:26])[CH3:25].C(=O)([O-])[O-].[K+].[K+]. Product: [C:24]([O:28][C:29]([N:31]1[CH2:32][CH:33]=[C:34]([C:7]2[CH:6]=[C:5]([CH3:22])[C:4]([C:3]([O:2][CH3:1])=[O:23])=[CH:9][C:8]=2[C:10]([F:13])([F:12])[F:11])[CH2:35][CH2:36]1)=[O:30])([CH3:27])([CH3:25])[CH3:26]. The catalyst class is: 602. (6) Reactant: [C:1]1([CH2:7][C:8](=[O:10])[CH3:9])[CH:6]=[CH:5][CH:4]=[CH:3][CH:2]=1.[C:11]([C:13]1[CH:20]=[CH:19][C:16]([CH2:17]Cl)=[CH:15][CH:14]=1)#[N:12].O.[OH-].[Cs+]. Product: [C:11]([C:13]1[CH:20]=[CH:19][C:16]([CH2:17][CH:7]([C:1]2[CH:6]=[CH:5][CH:4]=[CH:3][CH:2]=2)[C:8](=[O:10])[CH3:9])=[CH:15][CH:14]=1)#[N:12]. The catalyst class is: 682. (7) Reactant: [NH2:1][C:2]1[CH:3]=[C:4]([NH:9][C:10](=[O:16])[O:11][C:12]([CH3:15])([CH3:14])[CH3:13])[CH:5]=[CH:6][C:7]=1[CH3:8].Br[C:18]1[CH:19]=[C:20]2[C:25](=[CH:26][CH:27]=1)[N:24]=[CH:23][N:22]([CH3:28])[C:21]2=[O:29].C([O-])([O-])=O.[Cs+].[Cs+].C1C=CC(P(C2C(C3C(P(C4C=CC=CC=4)C4C=CC=CC=4)=CC=C4C=3C=CC=C4)=C3C(C=CC=C3)=CC=2)C2C=CC=CC=2)=CC=1. Product: [CH3:8][C:7]1[CH:6]=[CH:5][C:4]([NH:9][C:10](=[O:16])[O:11][C:12]([CH3:13])([CH3:15])[CH3:14])=[CH:3][C:2]=1[NH:1][C:18]1[CH:19]=[C:20]2[C:25](=[CH:26][CH:27]=1)[N:24]=[CH:23][N:22]([CH3:28])[C:21]2=[O:29]. The catalyst class is: 62.